Dataset: Full USPTO retrosynthesis dataset with 1.9M reactions from patents (1976-2016). Task: Predict the reactants needed to synthesize the given product. Given the product [ClH:30].[NH2:23][C:20]1[CH:21]=[CH:22][C:17]([C:16]([NH:15][C:12]2[CH:11]=[CH:10][C:9]([S:8][C:6]3[CH:5]=[CH:4][N:3]=[C:2]([OH:1])[CH:7]=3)=[CH:14][CH:13]=2)=[O:26])=[CH:18][CH:19]=1, predict the reactants needed to synthesize it. The reactants are: [OH:1][C:2]1[CH:7]=[C:6]([S:8][C:9]2[CH:14]=[CH:13][C:12]([NH:15][C:16](=[O:26])[C:17]3[CH:22]=[CH:21][C:20]([N+:23]([O-])=O)=[CH:19][CH:18]=3)=[CH:11][CH:10]=2)[CH:5]=[CH:4][N:3]=1.CCO.[ClH:30].